Dataset: Reaction yield outcomes from USPTO patents with 853,638 reactions. Task: Predict the reaction yield, written as a fraction of the theoretical maximum amount of product (1.0 means a 100% yield; for example, 0.34 means a 34% yield). The reactants are [CH3:1][CH:2]1[CH2:6][C:5](=O)[CH2:4][CH:3]1[C:8]([O:10][CH2:11][CH3:12])=[O:9].CC(O)=O.[CH2:17]([NH:24][CH2:25][C:26]1[CH:31]=[CH:30][CH:29]=[CH:28][CH:27]=1)[C:18]1[CH:23]=[CH:22][CH:21]=[CH:20][CH:19]=1.C(O[BH-](OC(=O)C)OC(=O)C)(=O)C.[Na+].C([O-])(O)=O.[Na+]. The catalyst is ClCCCl. The product is [CH2:25]([N:24]([CH2:17][C:18]1[CH:23]=[CH:22][CH:21]=[CH:20][CH:19]=1)[CH:5]1[CH2:4][CH:3]([C:8]([O:10][CH2:11][CH3:12])=[O:9])[CH:2]([CH3:1])[CH2:6]1)[C:26]1[CH:31]=[CH:30][CH:29]=[CH:28][CH:27]=1. The yield is 0.750.